Dataset: Reaction yield outcomes from USPTO patents with 853,638 reactions. Task: Predict the reaction yield, written as a fraction of the theoretical maximum amount of product (1.0 means a 100% yield; for example, 0.34 means a 34% yield). (1) The reactants are [CH3:1][O:2][CH2:3][CH2:4][CH2:5][O:6][C:7]1[CH:8]=[C:9]2[C:13](=[C:14]([N:16]([CH3:26])[S:17]([C:20]3[CH:25]=[CH:24][CH:23]=[CH:22][N:21]=3)(=[O:19])=[O:18])[CH:15]=1)[NH:12][C:11]([C:27]([O:29]CC)=[O:28])=[CH:10]2.[OH-].[Na+].C(O)C.Cl. The catalyst is O.O1CCCC1. The product is [CH3:1][O:2][CH2:3][CH2:4][CH2:5][O:6][C:7]1[CH:8]=[C:9]2[C:13](=[C:14]([N:16]([CH3:26])[S:17]([C:20]3[CH:25]=[CH:24][CH:23]=[CH:22][N:21]=3)(=[O:18])=[O:19])[CH:15]=1)[NH:12][C:11]([C:27]([OH:29])=[O:28])=[CH:10]2. The yield is 1.00. (2) The reactants are [C:1]([C:5]1[N:6]=[C:7]2[CH:12]=[C:11]([C:13]([O:15]CCC)=[O:14])[N:10]=[CH:9][N:8]2[C:19]=1[CH2:20][CH:21]1[CH2:26][CH2:25][CH2:24][CH2:23][CH2:22]1)([CH3:4])([CH3:3])[CH3:2].[OH-].[Li+].Cl. The catalyst is C(O)C. The product is [C:1]([C:5]1[N:6]=[C:7]2[CH:12]=[C:11]([C:13]([OH:15])=[O:14])[N:10]=[CH:9][N:8]2[C:19]=1[CH2:20][CH:21]1[CH2:22][CH2:23][CH2:24][CH2:25][CH2:26]1)([CH3:4])([CH3:2])[CH3:3]. The yield is 0.800. (3) The reactants are [C:1]([O:5][C:6]([NH:8][C@@H:9]1[CH2:13][CH2:12][C@H:11]([C:14]([OH:16])=O)[CH2:10]1)=[O:7])([CH3:4])([CH3:3])[CH3:2].[CH2:17]([O:24][N:25]1[C:31](=[O:32])[N:30]2[CH2:33][C@H:26]1[CH2:27][CH2:28][C@H:29]2[C:34]([NH:36][NH2:37])=[O:35])[C:18]1[CH:23]=[CH:22][CH:21]=[CH:20][CH:19]=1.CN(C(ON1N=NC2C=CC=NC1=2)=[N+](C)C)C.F[P-](F)(F)(F)(F)F.CCN(C(C)C)C(C)C. The catalyst is CN(C=O)C.O. The product is [CH2:17]([O:24][N:25]1[C:31](=[O:32])[N:30]2[CH2:33][C@H:26]1[CH2:27][CH2:28][C@H:29]2[C:34]([NH:36][NH:37][C:14]([C@H:11]1[CH2:12][CH2:13][C@@H:9]([NH:8][C:6](=[O:7])[O:5][C:1]([CH3:2])([CH3:3])[CH3:4])[CH2:10]1)=[O:16])=[O:35])[C:18]1[CH:23]=[CH:22][CH:21]=[CH:20][CH:19]=1. The yield is 0.550. (4) The reactants are [NH2:1][C:2]1[C:10]([O:11]C)=[C:9]2[C:5]([CH2:6][CH2:7][CH:8]2[CH2:13][CH2:14][NH:15][C:16](=[O:18])[CH3:17])=[CH:4][CH:3]=1.B(Br)(Br)Br.O.[Cl:24]CCl. The catalyst is C(OCC)(=O)C. The product is [ClH:24].[NH2:1][C:2]1[C:10]([OH:11])=[C:9]2[C:5]([CH2:6][CH2:7][CH:8]2[CH2:13][CH2:14][NH:15][C:16](=[O:18])[CH3:17])=[CH:4][CH:3]=1. The yield is 0.900. (5) The product is [CH3:19][N:18]([CH3:20])[CH2:17][CH2:16][N:11]1[CH2:10][CH2:9][S:8][C:7]2[CH:12]=[CH:13][C:4]([N+:1]([O-:3])=[O:2])=[CH:5][C:6]1=2. The yield is 0.117. The reactants are [N+:1]([C:4]1[CH:13]=[CH:12][C:7]2[S:8][CH2:9][CH2:10][NH:11][C:6]=2[CH:5]=1)([O-:3])=[O:2].Cl.Cl[CH2:16][CH2:17][N:18]([CH3:20])[CH3:19].[OH-].[Na+]. The catalyst is [Br-].C([N+](CCCC)(CCCC)CCCC)CCC.ClCCl.O. (6) The reactants are [C:1]([NH:5][C:6]1[N:11]=[C:10]([C:12]#[C:13][Si](C)(C)C)[CH:9]=[CH:8][N:7]=1)([CH3:4])([CH3:3])[CH3:2].[OH-].[K+]. The catalyst is CO. The product is [C:1]([NH:5][C:6]1[N:11]=[C:10]([C:12]#[CH:13])[CH:9]=[CH:8][N:7]=1)([CH3:4])([CH3:3])[CH3:2]. The yield is 0.900.